Dataset: Reaction yield outcomes from USPTO patents with 853,638 reactions. Task: Predict the reaction yield, written as a fraction of the theoretical maximum amount of product (1.0 means a 100% yield; for example, 0.34 means a 34% yield). The reactants are [Br:1][C:2]1[CH:3]=[CH:4][C:5]([F:18])=[C:6]([C:8]([NH2:17])([CH3:16])[CH2:9][C:10]2[CH2:15][CH2:14][CH2:13][CH2:12][CH:11]=2)[CH:7]=1.[C:19]([N:27]=[C:28]=[S:29])(=[O:26])[C:20]1[CH:25]=[CH:24][CH:23]=[CH:22][CH:21]=1. The catalyst is C1COCC1. The product is [Br:1][C:2]1[CH:3]=[CH:4][C:5]([F:18])=[C:6]([C:8]([NH:17][C:28]([NH:27][C:19](=[O:26])[C:20]2[CH:21]=[CH:22][CH:23]=[CH:24][CH:25]=2)=[S:29])([CH3:16])[CH2:9][C:10]2[CH2:15][CH2:14][CH2:13][CH2:12][CH:11]=2)[CH:7]=1. The yield is 0.962.